Dataset: Forward reaction prediction with 1.9M reactions from USPTO patents (1976-2016). Task: Predict the product of the given reaction. (1) Given the reactants [NH:1]1[CH2:5][CH2:4][CH2:3][CH2:2]1.[Cl:6][C:7]1[C:16]2[C:11](=[CH:12][CH:13]=[C:14]([S:17](Cl)(=[O:19])=[O:18])[CH:15]=2)[C:10]([Cl:21])=[CH:9][N:8]=1, predict the reaction product. The product is: [Cl:6][C:7]1[C:16]2[C:11](=[CH:12][CH:13]=[C:14]([S:17]([N:1]3[CH2:5][CH2:4][CH2:3][CH2:2]3)(=[O:19])=[O:18])[CH:15]=2)[C:10]([Cl:21])=[CH:9][N:8]=1. (2) Given the reactants [ClH:1].[CH:2]1([CH2:7][CH:8]([C:19]2[NH:28][C:22]3=[N:23][CH:24]=[C:25](N)[CH:26]=[C:21]3[CH:20]=2)[C:9]2[CH:14]=[CH:13][C:12]([S:15]([CH3:18])(=[O:17])=[O:16])=[CH:11][CH:10]=2)[CH2:6][CH2:5][CH2:4][CH2:3]1.N([O-])=O.[Na+].[OH-].[Na+], predict the reaction product. The product is: [Cl:1][C:25]1[CH:26]=[C:21]2[CH:20]=[C:19]([CH:8]([C:9]3[CH:14]=[CH:13][C:12]([S:15]([CH3:18])(=[O:17])=[O:16])=[CH:11][CH:10]=3)[CH2:7][CH:2]3[CH2:6][CH2:5][CH2:4][CH2:3]3)[NH:28][C:22]2=[N:23][CH:24]=1. (3) Given the reactants [C:1]([C:3]1[C:4]([N:24]2[CH2:29][CH2:28][CH:27]([C:30](O)=[O:31])[CH2:26][CH2:25]2)=[N:5][C:6]([CH2:17][N:18]2[CH2:22][CH2:21][CH2:20][C:19]2=[O:23])=[C:7]([C:9](=[O:16])[CH2:10][CH2:11][C:12]([F:15])([F:14])[F:13])[CH:8]=1)#[N:2].[CH3:33][C:34]1[CH:39]=[CH:38][C:37]([CH2:40][S:41]([NH2:44])(=[O:43])=[O:42])=[CH:36][CH:35]=1, predict the reaction product. The product is: [C:1]([C:3]1[C:4]([N:24]2[CH2:25][CH2:26][CH:27]([C:30]([NH:44][S:41]([CH2:40][C:37]3[CH:38]=[CH:39][C:34]([CH3:33])=[CH:35][CH:36]=3)(=[O:42])=[O:43])=[O:31])[CH2:28][CH2:29]2)=[N:5][C:6]([CH2:17][N:18]2[CH2:22][CH2:21][CH2:20][C:19]2=[O:23])=[C:7]([C:9](=[O:16])[CH2:10][CH2:11][C:12]([F:15])([F:13])[F:14])[CH:8]=1)#[N:2]. (4) Given the reactants [NH2:1][C:2]1[CH:6]=[C:5]([CH:7]2[CH2:9][CH2:8]2)[NH:4][N:3]=1.[CH3:10][O:11][C:12](=[O:16])[C:13]([CH3:15])=O.[OH:17][C:18]1[CH:25]=[CH:24][C:21]([CH:22]=O)=[CH:20][CH:19]=1, predict the reaction product. The product is: [CH3:10][O:11][C:12]([C:13]1[C:6]2[C:5]([CH:7]3[CH2:9][CH2:8]3)=[N:4][NH:3][C:2]=2[N:1]=[C:22]([C:21]2[CH:24]=[CH:25][C:18]([OH:17])=[CH:19][CH:20]=2)[CH:15]=1)=[O:16]. (5) Given the reactants [CH3:1][NH2:2].[Cl:3][C:4]1[CH:28]=[C:27]([Cl:29])C=C[C:5]=1O[C@@H](CCC)[C@@H](O)COS(C1C=CC(C)=CC=1)(=O)=O.[C:30]([C@@H:33]([C@H:35]([C:37]([O-:39])=[O:38])[OH:36])[OH:34])([O-:32])=[O:31].[O:40]1[CH2:45][CH2:44][O:43][CH2:42][CH2:41]1, predict the reaction product. The product is: [C:30]([CH:33]([CH:35]([C:37]([OH:39])=[O:38])[OH:36])[OH:34])([OH:32])=[O:31].[Cl:29][C:27]1[CH:28]=[C:4]([Cl:3])[CH:5]=[CH:41][C:42]=1[O:43][CH:44]([NH:2][CH3:1])[CH:45]([OH:40])[CH2:30][CH2:33][CH2:35][CH3:37]. (6) Given the reactants [CH3:1][O:2][C:3](=[O:12])[C:4]1[CH:9]=[C:8](I)[C:7]([NH2:11])=[N:6][CH:5]=1.O=[C:14]([CH3:18])[C:15]([OH:17])=[O:16].CCN(CC)CC.C1(P(C2C=CC=CC=2)C2C=CC=CC=2)C=CC=CC=1, predict the reaction product. The product is: [CH3:1][O:2][C:3]([C:4]1[CH:9]=[C:8]2[CH:18]=[C:14]([C:15]([OH:17])=[O:16])[NH:11][C:7]2=[N:6][CH:5]=1)=[O:12]. (7) Given the reactants ClC1C(F)=CC=C(Cl)C=1[C@H](OC1C(N)=NC=C(B2OC(C)(C)C(C)(C)O2)C=1)C.[CH3:29][P:30]([C:33]1[CH:38]=[CH:37][C:36]([F:39])=[CH:35][C:34]=1[CH:40]([O:42][C:43]1[C:44]([N+:49]([O-])=O)=[N:45][CH:46]=[CH:47][CH:48]=1)[CH3:41])([CH3:32])=[O:31], predict the reaction product. The product is: [CH3:32][P:30]([C:33]1[CH:38]=[CH:37][C:36]([F:39])=[CH:35][C:34]=1[CH:40]([CH3:41])[O:42][C:43]1[C:44]([NH2:49])=[N:45][CH:46]=[CH:47][CH:48]=1)([CH3:29])=[O:31]. (8) The product is: [CH3:20][N:1]1[C:9]2[C:4](=[CH:5][CH:6]=[CH:7][CH:8]=2)[C:3]([C:10]([OH:12])=[O:11])=[C:2]1[C:14]([OH:16])=[O:15]. Given the reactants [NH:1]1[C:9]2[C:4](=[CH:5][CH:6]=[CH:7][CH:8]=2)[C:3]([C:10]([O:12]C)=[O:11])=[C:2]1[C:14]([O:16]C)=[O:15].[H-].[Na+].[CH3:20]I.[OH-].[K+], predict the reaction product.